From a dataset of Full USPTO retrosynthesis dataset with 1.9M reactions from patents (1976-2016). Predict the reactants needed to synthesize the given product. (1) Given the product [NH2:9][CH:7]([CH3:8])[CH2:6][C:5]([N:4]([CH:1]([CH3:3])[CH3:2])[C:11]1[CH:16]=[CH:15][C:14]([NH:17][C:18]2[CH:23]=[CH:22][CH:21]=[CH:20][CH:19]=2)=[CH:13][CH:12]=1)=[O:10], predict the reactants needed to synthesize it. The reactants are: [CH:1]([N:4]([C:11]1[CH:16]=[CH:15][C:14]([NH:17][C:18]2[CH:23]=[CH:22][CH:21]=[CH:20][CH:19]=2)=[CH:13][CH:12]=1)[C:5](=[O:10])/[CH:6]=[C:7](\[NH2:9])/[CH3:8])([CH3:3])[CH3:2].N.[H][H]. (2) Given the product [C:1]([O:5][C:6](=[O:17])[NH:7][C:8]1[C:13]([CH:14]=[N:25][OH:18])=[CH:12][CH:11]=[C:10]([Cl:16])[N:9]=1)([CH3:4])([CH3:3])[CH3:2], predict the reactants needed to synthesize it. The reactants are: [C:1]([O:5][C:6](=[O:17])[NH:7][C:8]1[C:13]([CH:14]=O)=[CH:12][CH:11]=[C:10]([Cl:16])[N:9]=1)([CH3:4])([CH3:3])[CH3:2].[OH2:18].C([O-])(=O)C.[Na+].Cl.[NH2:25]O. (3) Given the product [CH3:23][O:22][CH:20]1[CH2:21][N:18]([C:4]2[N:3]=[C:2]([C:32]3[CH:37]=[N:36][C:35]([NH2:38])=[C:34]([C:39]([F:42])([F:41])[F:40])[CH:33]=3)[CH:7]=[C:6]([CH:8]3[CH2:13][CH2:12][N:11]([CH:14]4[CH2:17][O:16][CH2:15]4)[CH2:10][CH2:9]3)[CH:5]=2)[CH2:19]1, predict the reactants needed to synthesize it. The reactants are: Cl[C:2]1[CH:7]=[C:6]([CH:8]2[CH2:13][CH2:12][N:11]([CH:14]3[CH2:17][O:16][CH2:15]3)[CH2:10][CH2:9]2)[CH:5]=[C:4]([N:18]2[CH2:21][CH:20]([O:22][CH3:23])[CH2:19]2)[N:3]=1.CC1(C)C(C)(C)OB([C:32]2[CH:33]=[C:34]([C:39]([F:42])([F:41])[F:40])[C:35]([NH2:38])=[N:36][CH:37]=2)O1.C(=O)([O-])[O-].[Cs+].[Cs+]. (4) Given the product [Cl:21][CH2:22][C:23]([N:6]1[C:7](=[O:8])[CH:1]2[CH:5]1[CH2:4][CH2:3][CH2:2]2)=[O:24], predict the reactants needed to synthesize it. The reactants are: [CH:1]12[C:7](=[O:8])[NH:6][CH:5]1[CH2:4][CH2:3][CH2:2]2.O1CCCC1.C(N(CC)CC)C.[Cl:21][CH2:22][C:23](Cl)=[O:24]. (5) Given the product [CH2:1]([C@@H:8]([C:9](=[O:11])[NH:31][C:28]1[NH:27][C:26]([C:20]2[CH:25]=[CH:24][CH:23]=[CH:22][CH:21]=2)=[N:30][N:29]=1)[CH2:12][C:13]([OH:15])=[O:14])[C:2]1[CH:3]=[CH:4][CH:5]=[CH:6][CH:7]=1, predict the reactants needed to synthesize it. The reactants are: [CH2:1]([C@H:8]([CH2:12][C:13]([O:15]C(C)(C)C)=[O:14])[C:9]([OH:11])=O)[C:2]1[CH:7]=[CH:6][CH:5]=[CH:4][CH:3]=1.[C:20]1([C:26]2[NH:27][C:28]([NH2:31])=[N:29][N:30]=2)[CH:25]=[CH:24][CH:23]=[CH:22][CH:21]=1. (6) Given the product [CH3:1][O:2][C:3]1[CH:4]=[C:5]2[C:10](=[CH:11][C:12]=1[O:13][CH2:14][CH2:15][NH2:16])[N:9]=[CH:8][CH:7]=[C:6]2[O:27][C:28]1[C:29]([CH3:38])=[N:30][C:31]2[C:36]([CH:37]=1)=[CH:35][CH:34]=[CH:33][CH:32]=2, predict the reactants needed to synthesize it. The reactants are: [CH3:1][O:2][C:3]1[CH:4]=[C:5]2[C:10](=[CH:11][C:12]=1[O:13][CH2:14][CH2:15][N:16]1C(=O)C3C(=CC=CC=3)C1=O)[N:9]=[CH:8][CH:7]=[C:6]2[O:27][C:28]1[C:29]([CH3:38])=[N:30][C:31]2[C:36]([CH:37]=1)=[CH:35][CH:34]=[CH:33][CH:32]=2.NN.